Task: Predict the product of the given reaction.. Dataset: Forward reaction prediction with 1.9M reactions from USPTO patents (1976-2016) The product is: [C:25]([CH2:2][C:3]1[C:4]([C:16]2[CH:21]=[CH:20][CH:19]=[CH:18][CH:17]=2)=[N:5][C:6]2[C:11]([C:12]=1[C:13]([O:15][CH3:22])=[O:14])=[CH:10][CH:9]=[CH:8][CH:7]=2)#[N:26]. Given the reactants Br[CH2:2][C:3]1[C:4]([C:16]2[CH:21]=[CH:20][CH:19]=[CH:18][CH:17]=2)=[N:5][C:6]2[C:11]([C:12]=1[C:13]([O-:15])=[O:14])=[CH:10][CH:9]=[CH:8][CH:7]=2.[C-:22]#N.[Na+].[CH3:25][N:26](C=O)C, predict the reaction product.